Task: Regression. Given a peptide amino acid sequence and an MHC pseudo amino acid sequence, predict their binding affinity value. This is MHC class II binding data.. Dataset: Peptide-MHC class II binding affinity with 134,281 pairs from IEDB (1) The peptide sequence is TISSYFVGKMYFNLIDTK. The MHC is H-2-IAb with pseudo-sequence H-2-IAb. The binding affinity (normalized) is 0. (2) The peptide sequence is MLWHAMPPELNTARL. The MHC is DRB1_0401 with pseudo-sequence DRB1_0401. The binding affinity (normalized) is 0.594. (3) The peptide sequence is TTFQQKISKYFNS. The MHC is HLA-DPA10201-DPB10501 with pseudo-sequence HLA-DPA10201-DPB10501. The binding affinity (normalized) is 0.242. (4) The peptide sequence is MERRFTSHLPVAQRG. The MHC is HLA-DQA10501-DQB10303 with pseudo-sequence HLA-DQA10501-DQB10303. The binding affinity (normalized) is 0.502. (5) The peptide sequence is SFHLVEDFDPSCLTN. The MHC is DRB1_0101 with pseudo-sequence DRB1_0101. The binding affinity (normalized) is 0.181. (6) The peptide sequence is LTEWTSSNVMEERY. The MHC is DRB1_0101 with pseudo-sequence DRB1_0101. The binding affinity (normalized) is 0. (7) The MHC is DRB1_1602 with pseudo-sequence DRB1_1602. The binding affinity (normalized) is 0.770. The peptide sequence is AAEQLWVTVYYGVPVWK. (8) The peptide sequence is VTKTSGSAASMVNGV. The MHC is HLA-DQA10201-DQB10301 with pseudo-sequence HLA-DQA10201-DQB10301. The binding affinity (normalized) is 0.820.